Dataset: Reaction yield outcomes from USPTO patents with 853,638 reactions. Task: Predict the reaction yield, written as a fraction of the theoretical maximum amount of product (1.0 means a 100% yield; for example, 0.34 means a 34% yield). (1) The reactants are C([O:8][C:9]1[C:18]2[C:13](=[CH:14][CH:15]=[C:16]([O:19][CH3:20])[N:17]=2)[N:12]=[CH:11][C:10]=1[NH2:21])C1C=CC=CC=1.ClCCl. The catalyst is [Pd].CO. The product is [NH2:21][C:10]1[CH:11]=[N:12][C:13]2[C:18]([C:9]=1[OH:8])=[N:17][C:16]([O:19][CH3:20])=[CH:15][CH:14]=2. The yield is 0.290. (2) The reactants are [CH3:1][O:2][C:3](=[O:15])[C:4]1[C:5](=[C:10](I)[CH:11]=[CH:12][CH:13]=1)[C:6]([O:8][CH3:9])=[O:7].[CH:16]([C:19]1[CH:25]=[CH:24][C:22]([NH2:23])=[CH:21][CH:20]=1)([CH3:18])[CH3:17].C1C=CC(P(C2C(C3C(P(C4C=CC=CC=4)C4C=CC=CC=4)=CC=C4C=3C=CC=C4)=C3C(C=CC=C3)=CC=2)C2C=CC=CC=2)=CC=1.C(=O)([O-])[O-].[Cs+].[Cs+]. The catalyst is C1(C)C=CC=CC=1.C(Cl)Cl.C1C=CC(/C=C/C(/C=C/C2C=CC=CC=2)=O)=CC=1.C1C=CC(/C=C/C(/C=C/C2C=CC=CC=2)=O)=CC=1.C1C=CC(/C=C/C(/C=C/C2C=CC=CC=2)=O)=CC=1.[Pd].[Pd]. The product is [CH3:1][O:2][C:3](=[O:15])[C:4]1[C:5](=[C:10]([NH:23][C:22]2[CH:24]=[CH:25][C:19]([CH:16]([CH3:18])[CH3:17])=[CH:20][CH:21]=2)[CH:11]=[CH:12][CH:13]=1)[C:6]([O:8][CH3:9])=[O:7]. The yield is 0.700. (3) The reactants are [CH2:1]([O:3][C:4]([CH2:6][CH:7]1[CH2:12][CH2:11][CH2:10][NH:9][CH2:8]1)=[O:5])[CH3:2].BrCCCC[N:18]1[C:26]([O:27][CH3:28])=[N:25][C:24]2[C:19]1=[N:20][C:21]([O:30][CH2:31][CH2:32][CH2:33][CH3:34])=[N:22][C:23]=2[NH2:29]. No catalyst specified. The product is [CH2:31]([O:30][C:21]1[N:20]=[C:19]2[C:24]([NH:25][C:26]([O:27][CH3:28])=[N:18]2)=[C:23]([NH:29][CH2:4][CH2:6][CH2:7][CH2:8][N:9]2[CH2:10][CH2:11][CH2:12][CH:7]([CH2:6][C:4]([O:3][CH2:1][CH3:2])=[O:5])[CH2:8]2)[N:22]=1)[CH2:32][CH2:33][CH3:34]. The yield is 0.810. (4) The reactants are [C:1](Cl)(=[O:3])[CH3:2].[Cl:5][C:6]1[CH:30]=[CH:29][C:28]([O:31][CH:32]2[CH2:36][CH2:35][NH:34][CH2:33]2)=[CH:27][C:7]=1[C:8]([NH:10][C:11](=[O:26])[NH:12][C:13]1[S:14][C:15]2[CH:21]=[C:20]([S:22]([CH3:25])(=[O:24])=[O:23])[CH:19]=[CH:18][C:16]=2[N:17]=1)=[O:9].C(N(CC)CC)C. The catalyst is CN(C=O)C. The product is [C:1]([N:34]1[CH2:35][CH2:36][CH:32]([O:31][C:28]2[CH:29]=[CH:30][C:6]([Cl:5])=[C:7]([CH:27]=2)[C:8]([NH:10][C:11](=[O:26])[NH:12][C:13]2[S:14][C:15]3[CH:21]=[C:20]([S:22]([CH3:25])(=[O:24])=[O:23])[CH:19]=[CH:18][C:16]=3[N:17]=2)=[O:9])[CH2:33]1)(=[O:3])[CH3:2]. The yield is 0.440. (5) The reactants are COC(C1C=C(O)C2C(=C(OCC3C=CC=CC=3)C=CC=2)N=1)=O.C[O:25][C:26]([C:28]1[CH:37]=[CH:36][C:35]2[C:30](=[C:31]([NH2:38])[CH:32]=[CH:33][CH:34]=2)[N:29]=1)=[O:27]. No catalyst specified. The product is [NH2:38][C:31]1[CH:32]=[CH:33][CH:34]=[C:35]2[C:30]=1[N:29]=[C:28]([C:26]([OH:27])=[O:25])[CH:37]=[CH:36]2. The yield is 0.850. (6) The yield is 0.890. The product is [N+:1]([C:4]1[CH:14]=[CH:13][C:7]2[NH:8][CH2:9][CH2:10][O:11][C:6]=2[CH:5]=1)([O-:3])=[O:2]. The catalyst is C1COCC1. The reactants are [N+:1]([C:4]1[CH:14]=[CH:13][C:7]2[NH:8][C:9](=O)[CH2:10][O:11][C:6]=2[CH:5]=1)([O-:3])=[O:2].B.C1COCC1. (7) The reactants are C(N(CC)CC)C.Cl.[CH3:9][S:10]([CH2:13][CH2:14][NH2:15])(=[O:12])=[O:11].[Cl:16][C:17]1[CH:18]=[C:19]([NH:32][C:33]2[C:42]3[C:37](=[CH:38][CH:39]=[C:40]([C:43]4[O:47][C:46]([CH:48]=O)=[CH:45][CH:44]=4)[CH:41]=3)[N:36]=[CH:35][N:34]=2)[CH:20]=[CH:21][C:22]=1[O:23][CH2:24][C:25]1[CH:30]=[CH:29][CH:28]=[C:27]([F:31])[CH:26]=1.[BH-](OC(C)=O)(OC(C)=O)OC(C)=O.[Na+].C(=O)(O)[O-].[Na+].CC(OC(O[C:77]([O:79][C:80]([CH3:83])([CH3:82])[CH3:81])=[O:78])=O)(C)C. The catalyst is C(Cl)Cl.C1COCC1. The product is [Cl:16][C:17]1[CH:18]=[C:19]([NH:32][C:33]2[C:42]3[C:37](=[CH:38][CH:39]=[C:40]([C:43]4[O:47][C:46]([CH2:48][N:15]([CH2:14][CH2:13][S:10]([CH3:9])(=[O:12])=[O:11])[C:77](=[O:78])[O:79][C:80]([CH3:81])([CH3:82])[CH3:83])=[CH:45][CH:44]=4)[CH:41]=3)[N:36]=[CH:35][N:34]=2)[CH:20]=[CH:21][C:22]=1[O:23][CH2:24][C:25]1[CH:30]=[CH:29][CH:28]=[C:27]([F:31])[CH:26]=1. The yield is 0.690.